This data is from Full USPTO retrosynthesis dataset with 1.9M reactions from patents (1976-2016). The task is: Predict the reactants needed to synthesize the given product. (1) Given the product [CH2:1]([C:8]1([OH:14])[CH2:13][CH2:12][N:11]([CH2:16][C:17]#[N:18])[CH2:10][CH2:9]1)[C:2]1[CH:3]=[CH:4][CH:5]=[CH:6][CH:7]=1, predict the reactants needed to synthesize it. The reactants are: [CH2:1]([C:8]1([OH:14])[CH2:13][CH2:12][NH:11][CH2:10][CH2:9]1)[C:2]1[CH:7]=[CH:6][CH:5]=[CH:4][CH:3]=1.Br[CH2:16][C:17]#[N:18]. (2) The reactants are: [OH:1][C@H:2]([CH2:25][O:26][C:27]1[CH:32]=[CH:31][CH:30]=[CH:29][CH:28]=1)[CH2:3][NH:4][C@@H:5]([CH2:8][C:9]1[CH:14]=[CH:13][C:12]([O:15][C:16]2[C:21]([N+:22]([O-:24])=[O:23])=[CH:20][CH:19]=[CH:18][N:17]=2)=[CH:11][CH:10]=1)[CH2:6][OH:7].[C:33](O[C:33]([O:35][C:36]([CH3:39])([CH3:38])[CH3:37])=[O:34])([O:35][C:36]([CH3:39])([CH3:38])[CH3:37])=[O:34].O. Given the product [C:36]([O:35][C:33](=[O:34])[N:4]([C@H:5]([CH2:6][OH:7])[CH2:8][C:9]1[CH:10]=[CH:11][C:12]([O:15][C:16]2[C:21]([N+:22]([O-:24])=[O:23])=[CH:20][CH:19]=[CH:18][N:17]=2)=[CH:13][CH:14]=1)[CH2:3][C@H:2]([OH:1])[CH2:25][O:26][C:27]1[CH:32]=[CH:31][CH:30]=[CH:29][CH:28]=1)([CH3:39])([CH3:38])[CH3:37], predict the reactants needed to synthesize it. (3) Given the product [CH3:32][NH:33][CH2:2][CH2:3][O:4][C:5]1[CH:10]=[CH:9][C:8](/[C:11](/[C:25]2[CH:30]=[CH:29][C:28]([OH:31])=[CH:27][CH:26]=2)=[C:12](\[CH:15]2[CH2:24][CH2:23][C:18]3([O:22][CH2:21][CH2:20][O:19]3)[CH2:17][CH2:16]2)/[CH2:13][CH3:14])=[CH:7][CH:6]=1, predict the reactants needed to synthesize it. The reactants are: Cl[CH2:2][CH2:3][O:4][C:5]1[CH:10]=[CH:9][C:8](/[C:11](/[C:25]2[CH:30]=[CH:29][C:28]([OH:31])=[CH:27][CH:26]=2)=[C:12](\[CH:15]2[CH2:24][CH2:23][C:18]3([O:22][CH2:21][CH2:20][O:19]3)[CH2:17][CH2:16]2)/[CH2:13][CH3:14])=[CH:7][CH:6]=1.[CH3:32][NH2:33]. (4) Given the product [CH:29]1([NH-:35])[CH2:34][CH2:33][CH2:32][CH2:31][CH2:30]1.[CH3:1][C@:2]12[C@@H:11]3[CH2:12][CH2:13][C@@H:14]4[C:16]([CH2:18][C@@:10]3([CH2:15]4)[CH2:9][CH2:8][C@@H:7]1[C@@:6]([C:20]([OH:22])=[O:21])([CH3:19])[CH2:5][CH2:4][CH2:3]2)=[CH2:17], predict the reactants needed to synthesize it. The reactants are: [CH3:1][C@:2]12[C@@H:11]3[CH2:12][CH2:13][C@@H:14]4[C:16]([CH2:18][C@@:10]3([CH2:15]4)[CH2:9][CH2:8][C@@H:7]1[C@@:6]([C:20]([OH:22])=[O:21])([CH3:19])[CH2:5][CH2:4][CH2:3]2)=[CH2:17].C(Cl)(C(Cl)=O)=O.[CH:29]1([NH2:35])[CH2:34][CH2:33][CH2:32][CH2:31][CH2:30]1. (5) Given the product [Br:22][C:23]1[CH:28]=[CH:27][C:26]([NH:29][C:30]2[C:38]([C:39]([NH2:3])=[O:40])=[C:37]3[N:33]([CH2:34][CH2:35][CH2:36]3)[C:32](=[O:42])[C:31]=2[Cl:43])=[C:25]([F:44])[CH:24]=1, predict the reactants needed to synthesize it. The reactants are: CC[N:3]=C=NCCCN(C)C.C1C=CC2N(O)N=NC=2C=1.[Br:22][C:23]1[CH:28]=[CH:27][C:26]([NH:29][C:30]2[C:38]([C:39](O)=[O:40])=[C:37]3[N:33]([CH2:34][CH2:35][CH2:36]3)[C:32](=[O:42])[C:31]=2[Cl:43])=[C:25]([F:44])[CH:24]=1.[NH4+].[Cl-].